Dataset: Full USPTO retrosynthesis dataset with 1.9M reactions from patents (1976-2016). Task: Predict the reactants needed to synthesize the given product. (1) Given the product [C:16]([O:20][C:21]([NH:11][CH2:10][C:9]1[CH:8]=[CH:7][C:6]([CH:4]([CH3:5])[CH2:3][C:2]([CH3:15])([CH3:14])[CH3:1])=[CH:13][CH:12]=1)=[O:22])([CH3:19])([CH3:18])[CH3:17], predict the reactants needed to synthesize it. The reactants are: [CH3:1][C:2]([CH3:15])([CH3:14])[CH2:3][C:4]([C:6]1[CH:13]=[CH:12][C:9]([C:10]#[N:11])=[CH:8][CH:7]=1)=[CH2:5].[C:16]([O:20][C:21](O[C:21]([O:20][C:16]([CH3:19])([CH3:18])[CH3:17])=[O:22])=[O:22])([CH3:19])([CH3:18])[CH3:17]. (2) Given the product [CH3:42][C:43]([CH3:47])([CH2:46][N:32]1[C:33]2[C:29](=[CH:28][C:27]([S:24]([N:20]3[CH2:21][CH2:22][CH2:23][C@H:19]3[CH2:18][O:11][C:12]3[CH:17]=[CH:16][CH:15]=[CH:14][CH:13]=3)(=[O:26])=[O:25])=[CH:35][CH:34]=2)[C:30]2([O:41][CH2:40][CH2:39][CH2:38][O:37]2)[C:31]1=[O:36])[C:44]#[N:45], predict the reactants needed to synthesize it. The reactants are: CC(C)([O-])C.[K+].CS(C)=O.[O:11]([CH2:18][C@@H:19]1[CH2:23][CH2:22][CH2:21][N:20]1[S:24]([C:27]1[CH:28]=[C:29]2[C:33](=[CH:34][CH:35]=1)[NH:32][C:31](=[O:36])[C:30]12[O:41][CH2:40][CH2:39][CH2:38][O:37]1)(=[O:26])=[O:25])[C:12]1[CH:17]=[CH:16][CH:15]=[CH:14][CH:13]=1.[CH3:42][C:43]([CH3:47])([CH3:46])[C:44]#[N:45].